From a dataset of Full USPTO retrosynthesis dataset with 1.9M reactions from patents (1976-2016). Predict the reactants needed to synthesize the given product. (1) Given the product [C:19]([C:22]1[CH:26]=[C:25]([C:27]([NH:1][CH2:2][C@@H:3]([N:5]2[CH:9]=[CH:8][C:7]([C:10]3[CH:17]=[CH:16][C:13]([C:14]#[N:15])=[C:12]([Cl:18])[CH:11]=3)=[N:6]2)[CH3:4])=[O:28])[NH:24][N:23]=1)(=[O:21])[CH3:20], predict the reactants needed to synthesize it. The reactants are: [NH2:1][CH2:2][C@@H:3]([N:5]1[CH:9]=[CH:8][C:7]([C:10]2[CH:17]=[CH:16][C:13]([C:14]#[N:15])=[C:12]([Cl:18])[CH:11]=2)=[N:6]1)[CH3:4].[C:19]([C:22]1[CH:26]=[C:25]([C:27](O)=[O:28])[NH:24][N:23]=1)(=[O:21])[CH3:20]. (2) Given the product [NH:33]1[C:5]([C:4]2[CH:8]=[CH:9][CH:10]=[CH:11][C:3]=2[OH:2])=[CH:16][C:17]([C:18]2[CH:19]=[CH:20][CH:21]=[CH:22][C:23]=2[OH:14])=[N:34]1.[NH:34]1[CH:30]=[CH:31][C:32]([C:35]2[CH:36]=[CH:37][CH:38]=[CH:39][C:40]=2[OH:44])=[N:33]1.[O:25]1[CH:29]=[CH:28][CH:27]=[C:26]1[C:30]1[NH:34][N:33]=[C:32]([C:35]2[CH:40]=[CH:39][CH:38]=[CH:37][CH:36]=2)[CH:31]=1, predict the reactants needed to synthesize it. The reactants are: C[O:2][C:3]1[CH:11]=[CH:10][CH:9]=[CH:8][C:4]=1[C:5](Cl)=O.NN.[O:14]1[C:23]2[C:18](=[CH:19][CH:20]=[CH:21][CH:22]=2)[C:17](=O)[CH:16]=C1.[O:25]1[CH:29]=[CH:28][CH:27]=[C:26]1[C:30]1[NH:34][N:33]=[C:32]([C:35]2[CH:36]=[C:37](O)[CH:38]=[CH:39][CH:40]=2)[CH:31]=1.C(C1C=CC=CC=1)(=[O:44])C.[Li+].C[Si]([N-][Si](C)(C)C)(C)C.O1C=CC=C1C(Cl)=O.